Dataset: Reaction yield outcomes from USPTO patents with 853,638 reactions. Task: Predict the reaction yield, written as a fraction of the theoretical maximum amount of product (1.0 means a 100% yield; for example, 0.34 means a 34% yield). (1) The reactants are [CH3:1][C:2]([C:4]1[CH:9]=[CH:8][C:7]([O:10][CH3:11])=[C:6]([F:12])[CH:5]=1)=[O:3].[C:13](OC)(=[O:18])[C:14]([O:16]C)=[O:15].CCC([O-])(C)C.[K+].C1(C)C=CC=CC=1. The catalyst is C1COCC1.O. The product is [F:12][C:6]1[CH:5]=[C:4]([C:2](=[O:3])[CH2:1][C:13](=[O:18])[C:14]([OH:16])=[O:15])[CH:9]=[CH:8][C:7]=1[O:10][CH3:11]. The yield is 0.840. (2) The reactants are Br[C:2]1[CH:7]=[CH:6][C:5]([C:8]2[CH:9]=[C:10]3[C:19](=[C:20]4[C:25]=2[CH:24]=[CH:23][CH:22]=[CH:21]4)[C:18]2[CH:26]=[CH:27][CH:28]=[CH:29][C:17]=2[C:16]2[C:11]3=CC=CC=2)=[CH:4][CH:3]=1.CCOCC.[CH3:41][CH2:42][CH2:43][CH2:44]CC.[CH2:41]([Li])[CH2:42][CH2:43][CH3:44].Cl.[B:47](OC(C)C)([O:52]C(C)C)[O:48]C(C)C. No catalyst specified. The product is [CH:41]1[C:18]2[C:19]3[C:10]([C:11]4[C:27]([C:26]=2[CH:44]=[CH:43][CH:42]=1)=[CH:28][CH:29]=[CH:17][CH:16]=4)=[CH:9][C:8]([C:25]1[CH:20]=[CH:21][C:22]([B:47]([OH:52])[OH:48])=[CH:23][CH:24]=1)=[C:5]1[C:6]=3[CH:7]=[CH:2][CH:3]=[CH:4]1. The yield is 0.600.